From a dataset of Forward reaction prediction with 1.9M reactions from USPTO patents (1976-2016). Predict the product of the given reaction. Given the reactants CC1(C)CC=CC(C)(C)N1.C([Li])CCC.C([N:18]([CH2:28][CH3:29])[C:19](=[O:27])[C:20]1[CH:25]=[CH:24][CH:23]=[CH:22][C:21]=1[CH3:26])C.C(C1[CH2:37][CH2:36][N:35]([CH3:38])[CH2:34][CH2:33]1)#N.C(=O)([O-])[O-].[K+].[K+], predict the reaction product. The product is: [CH3:38][N:35]1[CH2:36][CH2:37][CH:29]([C:28]2[NH:18][C:19](=[O:27])[C:20]3[C:21]([CH:26]=2)=[CH:22][CH:23]=[CH:24][CH:25]=3)[CH2:33][CH2:34]1.